From a dataset of Catalyst prediction with 721,799 reactions and 888 catalyst types from USPTO. Predict which catalyst facilitates the given reaction. (1) Reactant: [CH2:1]([O:8][CH2:9][C:10]1[O:14][N:13]=[C:12]([C:15]([OH:17])=O)[CH:11]=1)[C:2]1[CH:7]=[CH:6][CH:5]=[CH:4][CH:3]=1.[NH2:18][CH2:19][CH:20]1[CH2:24][CH2:23][S:22](=[O:26])(=[O:25])[CH2:21]1.ON1C2C=CC=CC=2N=N1.Cl.C(N=C=NCCCN(C)C)C.Cl. Product: [O:25]=[S:22]1(=[O:26])[CH2:23][CH2:24][CH:20]([CH2:19][NH:18][C:15]([C:12]2[CH:11]=[C:10]([CH2:9][O:8][CH2:1][C:2]3[CH:3]=[CH:4][CH:5]=[CH:6][CH:7]=3)[O:14][N:13]=2)=[O:17])[CH2:21]1. The catalyst class is: 22. (2) Reactant: Cl[C:2]1[C:11]2=[N:12][N:13](CC3C=CC(OC)=CC=3)[CH:14]=[C:10]2[C:9]2[CH:8]=[C:7]([O:24][CH3:25])[CH:6]=[CH:5][C:4]=2[N:3]=1.[NH2:26][C:27]1[CH:32]=[CH:31][C:30]([N:33]2[CH2:37][CH2:36][CH2:35][C:34]2=[O:38])=[CH:29][CH:28]=1.Cl. Product: [CH3:25][O:24][C:7]1[CH:6]=[CH:5][C:4]2[N:3]=[C:2]([NH:26][C:27]3[CH:32]=[CH:31][C:30]([N:33]4[CH2:37][CH2:36][CH2:35][C:34]4=[O:38])=[CH:29][CH:28]=3)[C:11]3[NH:12][N:13]=[CH:14][C:10]=3[C:9]=2[CH:8]=1. The catalyst class is: 71.